Dataset: Reaction yield outcomes from USPTO patents with 853,638 reactions. Task: Predict the reaction yield, written as a fraction of the theoretical maximum amount of product (1.0 means a 100% yield; for example, 0.34 means a 34% yield). (1) The reactants are O.[Na+].[CH2:3]([S:11]([O-:14])(=[O:13])=[O:12])[CH2:4][CH2:5][CH2:6][CH2:7][CH2:8][CH2:9][CH3:10].[CH3:15][C@@H:16]1[O:21][C@@H:20]([O:22][C@@H:23]2[C:28]3=[C:29]([OH:46])[C:30]4[C:42](=[O:43])[C:41]5[C:36](=[CH:37][CH:38]=[CH:39][C:40]=5[O:44][CH3:45])[C:34](=[O:35])[C:31]=4[C:32]([OH:33])=[C:27]3[CH2:26][C@@:25]([OH:51])([C:47]([CH2:49][OH:50])=[O:48])[CH2:24]2)[CH2:19][C@H:18]([NH2:52])[C@@H:17]1[OH:53].Cl. The catalyst is O. The product is [CH3:15][C@@H:16]1[O:21][C@@H:20]([O:22][C@@H:23]2[C:28]3=[C:29]([OH:46])[C:30]4[C:42](=[O:43])[C:41]5[C:36](=[CH:37][CH:38]=[CH:39][C:40]=5[O:44][CH3:45])[C:34](=[O:35])[C:31]=4[C:32]([OH:33])=[C:27]3[CH2:26][C@@:25]([OH:51])([C:47]([CH2:49][OH:50])=[O:48])[CH2:24]2)[CH2:19][C@H:18]([NH2:52])[C@@H:17]1[OH:53].[CH2:3]([S:11]([O-:14])(=[O:12])=[O:13])[CH2:4][CH2:5][CH2:6][CH2:7][CH2:8][CH2:9][CH3:10]. The yield is 0.850. (2) The reactants are [N+:1]([N:3]=P(C1C=CC=CC=1)(C1C=CC=CC=1)C1C=CC=CC=1)#[C-:2].[C:23]1([CH2:33][C:34]([NH:36][C:37]2[CH:41]=[CH:40][S:39][C:38]=2[C:42]([OH:44])=O)=[O:35])[C:32]2[C:27](=[CH:28][CH:29]=[CH:30][CH:31]=2)[CH:26]=[CH:25][CH:24]=1. The catalyst is C(Cl)Cl. The product is [O:44]1[CH:2]=[N:1][N:3]=[C:42]1[C:38]1[S:39][CH:40]=[CH:41][C:37]=1[NH:36][C:34](=[O:35])[CH2:33][C:23]1[C:32]2[C:27](=[CH:28][CH:29]=[CH:30][CH:31]=2)[CH:26]=[CH:25][CH:24]=1. The yield is 0.120. (3) The product is [C:19]1([CH:20]=[CH:2][C:3]([C:5]2[CH:10]=[CH:9][CH:8]=[CH:7][CH:6]=2)=[O:4])[CH:18]=[CH:26][CH:16]=[CH:23][CH:22]=1. The yield is 0.650. The reactants are O[CH2:2][C:3]([C:5]1[CH:10]=[CH:9][CH:8]=[CH:7][CH:6]=1)=[O:4].N1([C:16]2[CH:23]=[CH:22][C:19]([CH:20]=O)=[CH:18]N=2)CCCC1.O([CH3:26])[Na]. The catalyst is C1COCC1. (4) The reactants are CC(C)=O.C(=O)=O.[Br:8][C:9]1[N:14]=[C:13]([CH3:15])[C:12]([OH:16])=[C:11]([CH3:17])[CH:10]=1.Cl[CH:19]([F:21])[F:20]. The catalyst is C(O)(C)C.[OH-].[Na+]. The product is [Br:8][C:9]1[N:14]=[C:13]([CH3:15])[C:12]([O:16][CH:19]([F:21])[F:20])=[C:11]([CH3:17])[CH:10]=1. The yield is 0.600. (5) The reactants are [OH:1][CH2:2][CH2:3][CH2:4][N:5]1[C:13](=[O:14])[C:12]2[C:7](=[CH:8][CH:9]=[CH:10][CH:11]=2)[C:6]1=[O:15]. The catalyst is CC(=O)OCC. The product is [O:15]=[C:6]1[C:7]2[C:12](=[CH:11][CH:10]=[CH:9][CH:8]=2)[C:13](=[O:14])[N:5]1[CH2:4][CH2:3][CH:2]=[O:1]. The yield is 1.00. (6) The reactants are C([O-])([O-])=O.[K+].[K+].[C:7]1([CH2:13][S:14](Cl)(=[O:16])=[O:15])[CH:12]=[CH:11][CH:10]=[CH:9][CH:8]=1.Br.[Br:19][CH2:20][CH2:21][NH2:22].O. The catalyst is C(Cl)Cl. The product is [Br:19][CH2:20][CH2:21][NH:22][S:14]([CH2:13][C:7]1[CH:12]=[CH:11][CH:10]=[CH:9][CH:8]=1)(=[O:16])=[O:15]. The yield is 0.800. (7) The reactants are [CH3:1][N:2]([C:13](=[O:22])[CH2:14][CH2:15][C:16]1[CH:21]=[CH:20][CH:19]=[CH:18][CH:17]=1)[C:3]1[CH:12]=[CH:11][C:6]([C:7](OC)=[O:8])=[CH:5][CH:4]=1.O.[NH2:24][NH2:25]. The catalyst is CCO. The product is [NH:24]([C:7]([C:6]1[CH:11]=[CH:12][C:3]([N:2]([CH3:1])[C:13](=[O:22])[CH2:14][CH2:15][C:16]2[CH:21]=[CH:20][CH:19]=[CH:18][CH:17]=2)=[CH:4][CH:5]=1)=[O:8])[NH2:25]. The yield is 1.00. (8) The reactants are [Cl:1][C:2]1[CH:7]=[CH:6][CH:5]=[C:4]([Cl:8])[C:3]=1[NH:9][C:10]1[N:11]([CH3:34])[C:12]2[C:21]3[C:20](=[O:22])[NH:19][C:18]([CH3:23])=[C:17]([CH2:24][C:25]([N:27]4[CH2:32][CH2:31][O:30][CH2:29][CH2:28]4)=O)[C:16]=3[CH:15]=[CH:14][C:13]=2[N:33]=1.B.CSC.Cl. The catalyst is C1COCC1. The yield is 0.390. The product is [Cl:1][C:2]1[CH:7]=[CH:6][CH:5]=[C:4]([Cl:8])[C:3]=1[NH:9][C:10]1[N:11]([CH3:34])[C:12]2[C:21]3[C:20](=[O:22])[NH:19][C:18]([CH3:23])=[C:17]([CH2:24][CH2:25][N:27]4[CH2:28][CH2:29][O:30][CH2:31][CH2:32]4)[C:16]=3[CH:15]=[CH:14][C:13]=2[N:33]=1. (9) The reactants are [OH:1][C:2]1[CH:10]=[CH:9][C:5]([C:6]([OH:8])=[O:7])=[CH:4][CH:3]=1.F[C:12]1[CH:19]=[CH:18][CH:17]=[CH:16][C:13]=1[C:14]#[N:15].C(=O)([O-])[O-].[K+].[K+].Cl. The catalyst is CS(C)=O. The product is [C:14]([C:13]1[CH:16]=[CH:17][CH:18]=[CH:19][C:12]=1[O:1][C:2]1[CH:10]=[CH:9][C:5]([C:6]([OH:8])=[O:7])=[CH:4][CH:3]=1)#[N:15]. The yield is 0.485.